Dataset: Reaction yield outcomes from USPTO patents with 853,638 reactions. Task: Predict the reaction yield, written as a fraction of the theoretical maximum amount of product (1.0 means a 100% yield; for example, 0.34 means a 34% yield). (1) The reactants are Cl[C:2]([O:4][CH2:5][C:6]1[CH:11]=[CH:10][CH:9]=[CH:8][CH:7]=1)=[O:3].[CH3:12][NH:13][CH2:14][CH2:15][OH:16]. The catalyst is C1COCC1.C(=O)([O-])[O-].[Na+].[Na+]. The product is [CH2:5]([O:4][C:2]([N:13]([CH2:14][CH2:15][OH:16])[CH3:12])=[O:3])[C:6]1[CH:11]=[CH:10][CH:9]=[CH:8][CH:7]=1. The yield is 0.970. (2) The reactants are [CH:1]1([C:6]2[CH:7]=[C:8]([CH:11]=[CH:12][CH:13]=2)[CH:9]=O)[CH2:5][CH2:4][CH2:3][CH2:2]1.[O:14]([C:21]1[CH:22]=[C:23]([CH:25]=[CH:26][CH:27]=1)[NH2:24])[C:15]1[CH:20]=[CH:19][CH:18]=[CH:17][CH:16]=1.[BH-](OC(C)=O)(OC(C)=O)OC(C)=O.[Na+].C(O)(=O)C. The yield is 0.220. The product is [O:14]([C:21]1[CH:22]=[C:23]([NH:24][CH2:9][C:8]2[CH:11]=[CH:12][CH:13]=[C:6]([CH:1]3[CH2:5][CH2:4][CH2:3][CH2:2]3)[CH:7]=2)[CH:25]=[CH:26][CH:27]=1)[C:15]1[CH:16]=[CH:17][CH:18]=[CH:19][CH:20]=1. The catalyst is O.ClCCCl. (3) The reactants are O[C@@H:2]1[C@@H:7]([CH:8]=[CH2:9])[O:6][C:5]([CH3:11])([CH3:10])[CH2:4][C:3]1=[O:12].ClCCCl.O(C(C(C)(C)C)=O)C(C(C)(C)C)=O.CC([O-])=O.[Na+]. The catalyst is C(Cl)Cl.C(=O)(O)[O-].[Na+]. The product is [OH:6][C:5]([CH3:11])([CH2:4][C:3](=[O:12])/[CH:2]=[CH:7]/[CH:8]=[CH2:9])[CH3:10]. The yield is 0.830. (4) The reactants are [NH2:1][C:2]1[CH:7]=[CH:6][N:5]=[CH:4][CH:3]=1.CCN(C(C)C)C(C)C.[CH2:17]([O:24][C:25]([NH:27][CH2:28][C:29]([C:31]1[CH:39]=[CH:38][C:34]([C:35](Cl)=[O:36])=[CH:33][CH:32]=1)=[O:30])=[O:26])[C:18]1[CH:23]=[CH:22][CH:21]=[CH:20][CH:19]=1. The catalyst is C(#N)C. The product is [CH2:17]([O:24][C:25](=[O:26])[NH:27][CH2:28][C:29](=[O:30])[C:31]1[CH:32]=[CH:33][C:34]([C:35](=[O:36])[NH:1][C:2]2[CH:7]=[CH:6][N:5]=[CH:4][CH:3]=2)=[CH:38][CH:39]=1)[C:18]1[CH:23]=[CH:22][CH:21]=[CH:20][CH:19]=1. The yield is 0.370.